Dataset: Reaction yield outcomes from USPTO patents with 853,638 reactions. Task: Predict the reaction yield, written as a fraction of the theoretical maximum amount of product (1.0 means a 100% yield; for example, 0.34 means a 34% yield). (1) The catalyst is N1C=CC=CC=1. The yield is 0.710. The reactants are [OH:1][N:2]=[C:3]([C:5]1[CH:10]=[CH:9][C:8]([CH2:11][N:12]2[C:20]3[C:15](=[CH:16][CH:17]=[CH:18][CH:19]=3)[C:14]3([CH2:24][O:23][C:22]4[CH:25]=[C:26]5[C:30](=[CH:31][C:21]3=4)[CH2:29][CH2:28][O:27]5)[C:13]2=[O:32])=[CH:7][CH:6]=1)[NH2:4].[F:33][C:34]([F:45])([F:44])[C:35](O[C:35](=O)[C:34]([F:45])([F:44])[F:33])=O. The product is [F:33][C:34]([F:45])([F:44])[C:35]1[O:1][N:2]=[C:3]([C:5]2[CH:10]=[CH:9][C:8]([CH2:11][N:12]3[C:20]4[C:15](=[CH:16][CH:17]=[CH:18][CH:19]=4)[C:14]4([CH2:24][O:23][C:22]5[CH:25]=[C:26]6[C:30](=[CH:31][C:21]4=5)[CH2:29][CH2:28][O:27]6)[C:13]3=[O:32])=[CH:7][CH:6]=2)[N:4]=1. (2) The reactants are [CH2:1]([O:8][C:9]1[C:10]([CH3:17])=[N:11][CH:12]=[C:13](Br)[C:14]=1[OH:15])[C:2]1[CH:7]=[CH:6][CH:5]=[CH:4][CH:3]=1.C1(P(C2C=CC=CC=2)CCCP(C2C=CC=CC=2)C2C=CC=CC=2)C=CC=CC=1.C(N(CC)CC)C.[C]=O.[Cl-].[NH4+].[C:58]([O:61][CH2:62]C)(=[O:60])C. The catalyst is CN(C)C=O.C([O-])(=O)C.[Pd+2].C([O-])(=O)C.O.CO. The product is [CH3:62][O:61][C:58](=[O:60])[C:13]1[C:14]([OH:15])=[C:9]([O:8][CH2:1][C:2]2[CH:7]=[CH:6][CH:5]=[CH:4][CH:3]=2)[C:10]([CH3:17])=[N:11][CH:12]=1. The yield is 0.550. (3) The reactants are [NH2:1][C:2]1[C:7]2=[C:8]([C:18]3[CH:23]=[CH:22][C:21]([NH2:24])=[CH:20][CH:19]=3)[CH:9]=[C:10]([C:11]([O:13][CH2:14][CH2:15][CH2:16][CH3:17])=[O:12])[N:6]2[N:5]=[CH:4][N:3]=1.C1([O:31][C:32](=O)[NH:33][C:34]2[CH:39]=[CH:38][CH:37]=[C:36]([C:40]([F:43])([F:42])[F:41])[N:35]=2)C=CC=CC=1.C(N(CC)CC)C. The catalyst is CN(C=O)C. The product is [NH2:1][C:2]1[C:7]2=[C:8]([C:18]3[CH:19]=[CH:20][C:21]([NH:24][C:32]([NH:33][C:34]4[CH:39]=[CH:38][CH:37]=[C:36]([C:40]([F:42])([F:41])[F:43])[N:35]=4)=[O:31])=[CH:22][CH:23]=3)[CH:9]=[C:10]([C:11]([O:13][CH2:14][CH2:15][CH2:16][CH3:17])=[O:12])[N:6]2[N:5]=[CH:4][N:3]=1. The yield is 0.580. (4) The reactants are [CH3:1][O:2][C:3]1[CH:4]=[C:5]2[C:10](=[CH:11][C:12]=1[O:13][CH3:14])[N:9]=[CH:8][CH:7]=[C:6]2[O:15][C:16]1[CH:21]=[CH:20][C:19]([CH3:22])=[CH:18][C:17]=1[C:23](=[O:36])[CH2:24][CH2:25][CH2:26][CH2:27][CH2:28][CH2:29][CH2:30][CH2:31][C:32](OC)=[O:33].[H-].C([Al+]CC(C)C)C(C)C.O. The catalyst is O1CCCC1. The product is [CH3:1][O:2][C:3]1[CH:4]=[C:5]2[C:10](=[CH:11][C:12]=1[O:13][CH3:14])[N:9]=[CH:8][CH:7]=[C:6]2[O:15][C:16]1[CH:21]=[CH:20][C:19]([CH3:22])=[CH:18][C:17]=1[CH:23]([OH:36])[CH2:24][CH2:25][CH2:26][CH2:27][CH2:28][CH2:29][CH2:30][CH2:31][CH2:32][OH:33]. The yield is 0.130. (5) The reactants are [O:1]=[C:2]1[CH2:11][CH2:10][C:9]2[C:4](=[CH:5][CH:6]=[C:7]([C:12]3[CH:17]=[CH:16][C:15]([C:18]([F:21])([F:20])[F:19])=[CH:14][CH:13]=3)[CH:8]=2)[N:3]1[CH2:22][C:23]#[N:24].[N:25]([Si](C)(C)C)=[N+:26]=[N-:27].C([Sn](=O)CCCC)CCC.CN(C)C=O. The catalyst is C(OCC)(=O)C.C(OCC)C. The product is [N:24]1[NH:25][N:26]=[N:27][C:23]=1[CH2:22][N:3]1[C:4]2[C:9](=[CH:8][C:7]([C:12]3[CH:17]=[CH:16][C:15]([C:18]([F:20])([F:19])[F:21])=[CH:14][CH:13]=3)=[CH:6][CH:5]=2)[CH2:10][CH2:11][C:2]1=[O:1]. The yield is 0.800. (6) The yield is 0.504. The reactants are [Cl:1][C:2]1[C:6]([NH:7][C:8](=[O:14])[CH:9]([CH3:13])[CH2:10][S:11][CH3:12])=[CH:5][N:4]([C:15]2[CH:16]=[N:17][CH:18]=[CH:19][CH:20]=2)[N:3]=1.[H-].[Na+].Br[CH2:24][CH2:25][O:26][Si:27]([C:30]([CH3:33])([CH3:32])[CH3:31])([CH3:29])[CH3:28]. The catalyst is CN(C)C=O. The product is [Si:27]([O:26][CH2:25][CH2:24][N:7]([C:6]1[C:2]([Cl:1])=[N:3][N:4]([C:15]2[CH:16]=[N:17][CH:18]=[CH:19][CH:20]=2)[CH:5]=1)[C:8](=[O:14])[CH:9]([CH3:13])[CH2:10][S:11][CH3:12])([C:30]([CH3:33])([CH3:32])[CH3:31])([CH3:29])[CH3:28].